From a dataset of NCI-60 drug combinations with 297,098 pairs across 59 cell lines. Regression. Given two drug SMILES strings and cell line genomic features, predict the synergy score measuring deviation from expected non-interaction effect. Cell line: OVCAR3. Drug 2: C1=NNC2=C1C(=O)NC=N2. Drug 1: C1C(C(OC1N2C=C(C(=O)NC2=O)F)CO)O. Synergy scores: CSS=2.37, Synergy_ZIP=-4.00, Synergy_Bliss=-3.98, Synergy_Loewe=-2.67, Synergy_HSA=-2.70.